Dataset: Full USPTO retrosynthesis dataset with 1.9M reactions from patents (1976-2016). Task: Predict the reactants needed to synthesize the given product. (1) The reactants are: I[C:2]1[CH:33]=[CH:32][CH:31]=[CH:30][C:3]=1[C:4]([NH:6][C:7]1[CH:12]=[CH:11][C:10]([N:13]2[C:19](=[O:20])[CH2:18][C:17](=[O:21])[NH:16][C:15]3[C:22]4[C:27]([CH:28]=[CH:29][C:14]2=3)=[CH:26][CH:25]=[CH:24][CH:23]=4)=[CH:9][CH:8]=1)=[O:5].[CH2:34]([Sn](CCCC)(CCCC)CCCC)[CH:35]=[CH2:36].C(#N)C. Given the product [CH:34]([C:2]1[CH:33]=[CH:32][CH:31]=[CH:30][C:3]=1[C:4]([NH:6][C:7]1[CH:12]=[CH:11][C:10]([N:13]2[C:19](=[O:20])[CH2:18][C:17](=[O:21])[NH:16][C:15]3[C:22]4[C:27]([CH:28]=[CH:29][C:14]2=3)=[CH:26][CH:25]=[CH:24][CH:23]=4)=[CH:9][CH:8]=1)=[O:5])=[CH:35][CH3:36], predict the reactants needed to synthesize it. (2) The reactants are: [CH2:1]([O:8][C:9]1[C:14]2[CH2:15][CH2:16][O:17][C:13]=2[CH:12]=[C:11]([CH2:18][OH:19])[CH:10]=1)[C:2]1[CH:7]=[CH:6][CH:5]=[CH:4][CH:3]=1.CC(OI1(OC(C)=O)(OC(C)=O)OC(=O)C2C=CC=CC1=2)=O.C([O-])(O)=O.[Na+].[O-]S([O-])(=S)=O.[Na+].[Na+]. Given the product [CH2:1]([O:8][C:9]1[C:14]2[CH2:15][CH2:16][O:17][C:13]=2[CH:12]=[C:11]([CH:18]=[O:19])[CH:10]=1)[C:2]1[CH:3]=[CH:4][CH:5]=[CH:6][CH:7]=1, predict the reactants needed to synthesize it. (3) Given the product [CH3:1][O:2][C:3](=[O:28])[CH2:4][CH2:5][C@H:6]([C@@H:8]1[C@:25]2([CH3:26])[C@H:11]([C@H:12]3[C@H:22]([CH2:23][CH2:24]2)[C@:20]2([CH3:21])[C:15]([CH2:16][C@@H:17]([O:27][C:29](=[O:31])[CH3:30])[CH2:18][CH2:19]2)=[CH:14][CH2:13]3)[CH2:10][CH2:9]1)[CH3:7], predict the reactants needed to synthesize it. The reactants are: [CH3:1][O:2][C:3](=[O:28])[CH2:4][CH2:5][C@H:6]([C@@H:8]1[C@:25]2([CH3:26])[C@H:11]([C@H:12]3[C@H:22]([CH2:23][CH2:24]2)[C@:20]2([CH3:21])[C:15]([CH2:16][C@@H:17]([OH:27])[CH2:18][CH2:19]2)=[CH:14][CH2:13]3)[CH2:10][CH2:9]1)[CH3:7].[C:29](OC(=O)C)(=[O:31])[CH3:30]. (4) Given the product [C:7]([C:6]1[C:2]([NH:1][C:26]2[CH:31]=[CH:30][C:29]([Cl:32])=[CH:28][CH:27]=2)=[N:3][N:4]([CH:10]2[CH2:15][CH2:14][CH:13]([C:16]([O:18][C:19]([CH3:21])([CH3:20])[CH3:22])=[O:17])[CH2:12][CH:11]2[C:23]#[N:24])[CH:5]=1)(=[O:9])[NH2:8], predict the reactants needed to synthesize it. The reactants are: [NH2:1][C:2]1[C:6]([C:7](=[O:9])[NH2:8])=[CH:5][N:4]([CH:10]2[CH2:15][CH2:14][CH:13]([C:16]([O:18][C:19]([CH3:22])([CH3:21])[CH3:20])=[O:17])[CH2:12][CH:11]2[C:23]#[N:24])[N:3]=1.Br[C:26]1[CH:31]=[CH:30][C:29]([Cl:32])=[CH:28][CH:27]=1.CC([O-])=O.[K+].C(Cl)(Cl)Cl.CC(C1C=C(C(C)C)C(C2C(P(C(C)(C)C)C(C)(C)C)=CC=CC=2)=C(C(C)C)C=1)C.N#N. (5) Given the product [CH:24]([C:16]1[CH:17]=[C:18]([N+:21]([O-:23])=[O:22])[CH:19]=[CH:20][C:15]=1[N:1]1[CH2:6][CH2:5][CH2:4][NH:3][C:2]1=[O:7])([CH3:26])[CH3:25], predict the reactants needed to synthesize it. The reactants are: [NH:1]1[CH2:6][CH2:5][CH2:4][NH:3][C:2]1=[O:7].CC(C)([O-])C.[K+].F[C:15]1[CH:20]=[CH:19][C:18]([N+:21]([O-:23])=[O:22])=[CH:17][C:16]=1[CH:24]([CH3:26])[CH3:25]. (6) Given the product [N:23]1([C:2]2[CH:3]=[CH:4][C:5]3[N:6]([CH:8]=[C:9]([C:11]4[C:12]([C:17]5[CH:22]=[CH:21][CH:20]=[CH:19][CH:18]=5)=[N:13][O:14][C:15]=4[CH3:16])[N:10]=3)[CH:7]=2)[CH:27]=[CH:26][N:25]=[CH:24]1, predict the reactants needed to synthesize it. The reactants are: I[C:2]1[CH:3]=[CH:4][C:5]2[N:6]([CH:8]=[C:9]([C:11]3[C:12]([C:17]4[CH:22]=[CH:21][CH:20]=[CH:19][CH:18]=4)=[N:13][O:14][C:15]=3[CH3:16])[N:10]=2)[CH:7]=1.[NH:23]1[CH:27]=[CH:26][N:25]=[CH:24]1.